From a dataset of Forward reaction prediction with 1.9M reactions from USPTO patents (1976-2016). Predict the product of the given reaction. (1) Given the reactants [H-].[Na+].Cl[CH2:4][CH2:5][S:6](Cl)(=[O:8])=[O:7].[CH:10]1([O:16][C:17]2[CH:22]=[CH:21][C:20]([C:23]3[C:24]([NH2:30])=[N:25][CH:26]=[C:27]([CH3:29])[N:28]=3)=[CH:19][CH:18]=2)[CH2:15][CH2:14][CH2:13][CH2:12][CH2:11]1, predict the reaction product. The product is: [CH:10]1([O:16][C:17]2[CH:18]=[CH:19][C:20]([C:23]3[C:24]4=[N:30][S:6](=[O:8])(=[O:7])[CH2:5][CH2:4][N:25]4[CH:26]=[C:27]([CH3:29])[N:28]=3)=[CH:21][CH:22]=2)[CH2:11][CH2:12][CH2:13][CH2:14][CH2:15]1. (2) Given the reactants [Br:1][C:2]1[O:6][C:5]([CH3:7])=[C:4]([CH2:8][OH:9])[CH:3]=1, predict the reaction product. The product is: [Br:1][C:2]1[O:6][C:5]([CH3:7])=[C:4]([CH:8]=[O:9])[CH:3]=1. (3) The product is: [Si:63]([O:62][CH2:61][C:59]1[N:60]=[C:56]([C:50]2([C:47]3[CH:48]=[CH:49][C:44]([C:4]([O:22][CH3:23])=[O:78])=[CH:45][CH:46]=3)[CH2:55][CH2:54][O:53][CH2:52][CH2:51]2)[S:57][CH:58]=1)([C:66]([CH3:69])([CH3:68])[CH3:67])([CH3:65])[CH3:64]. Given the reactants CC1(C)C2[C:23](=C(P(C3C=CC=CC=3)C3C=CC=CC=3)C=CC=2)[O:22][C:4]2C(P(C3C=CC=CC=3)C3C=CC=CC=3)=CC=CC1=2.Br[C:44]1[CH:49]=[CH:48][C:47]([C:50]2([C:56]3[S:57][CH:58]=[C:59]([CH2:61][O:62][Si:63]([C:66]([CH3:69])([CH3:68])[CH3:67])([CH3:65])[CH3:64])[N:60]=3)[CH2:55][CH2:54][O:53][CH2:52][CH2:51]2)=[CH:46][CH:45]=1.CCN(CC)CC.C[OH:78], predict the reaction product. (4) Given the reactants FC(F)(F)C(O)=O.[C:8]1([CH2:18][N:19]2[C:28](=[O:29])[C:27]3[N:26]([CH2:30][C:31]#[C:32][CH3:33])[C:25]([N:34]4[CH2:39][CH2:38][CH2:37][CH:36]([NH:40]C(OC(C)(C)C)=O)[CH2:35]4)=[N:24][C:23]=3[N:22]([CH2:48][C:49]([O:51][CH3:52])=[O:50])[C:20]2=[O:21])[C:17]2[C:12](=[CH:13][CH:14]=[CH:15][CH:16]=2)[CH:11]=[CH:10][CH:9]=1.C(=O)([O-])[O-].[K+].[K+], predict the reaction product. The product is: [C:8]1([CH2:18][N:19]2[C:28](=[O:29])[C:27]3[N:26]([CH2:30][C:31]#[C:32][CH3:33])[C:25]([N:34]4[CH2:39][CH2:38][CH2:37][CH:36]([NH2:40])[CH2:35]4)=[N:24][C:23]=3[N:22]([CH2:48][C:49]([O:51][CH3:52])=[O:50])[C:20]2=[O:21])[C:17]2[C:12](=[CH:13][CH:14]=[CH:15][CH:16]=2)[CH:11]=[CH:10][CH:9]=1. (5) Given the reactants F[C:2]1[CH:3]=[C:4]([CH:9]=[CH:10][C:11]=1[N+:12]([O-:14])=[O:13])[C:5]([O:7][CH3:8])=[O:6].[CH3:15][O:16][C:17]1[CH:22]=[CH:21][C:20]([NH2:23])=[CH:19][CH:18]=1, predict the reaction product. The product is: [CH3:15][O:16][C:17]1[CH:22]=[CH:21][C:20]([NH:23][C:2]2[CH:3]=[C:4]([CH:9]=[CH:10][C:11]=2[N+:12]([O-:14])=[O:13])[C:5]([O:7][CH3:8])=[O:6])=[CH:19][CH:18]=1. (6) Given the reactants [N+:1]([C:4]1[CH:9]=[CH:8][CH:7]=[CH:6][C:5]=1[NH:10][CH2:11][C@@H:12]1[CH2:16][CH2:15][N:14]([C:17]([O:19][C:20]([CH3:23])([CH3:22])[CH3:21])=[O:18])[CH2:13]1)([O-])=O, predict the reaction product. The product is: [NH2:1][C:4]1[CH:9]=[CH:8][CH:7]=[CH:6][C:5]=1[NH:10][CH2:11][C@@H:12]1[CH2:16][CH2:15][N:14]([C:17]([O:19][C:20]([CH3:23])([CH3:22])[CH3:21])=[O:18])[CH2:13]1.[CH:17]([O:19][C:20]([CH3:23])([CH3:22])[CH3:21])=[O:18].